Dataset: Full USPTO retrosynthesis dataset with 1.9M reactions from patents (1976-2016). Task: Predict the reactants needed to synthesize the given product. (1) Given the product [Br:1][C:2]1[N:7]2[CH:8]=[CH:9][N:10]=[C:6]2[C:5]([NH:11][C:12]2[S:13][C:14]([CH2:17][OH:18])=[CH:15][N:16]=2)=[N:4][CH:3]=1, predict the reactants needed to synthesize it. The reactants are: [Br:1][C:2]1[N:7]2[CH:8]=[CH:9][N:10]=[C:6]2[C:5]([NH:11][C:12]2[S:13][C:14]([CH2:17][O:18][Si](C(C)(C)C)(C)C)=[CH:15][N:16]=2)=[N:4][CH:3]=1.CCCC[N+](CCCC)(CCCC)CCCC.[F-]. (2) The reactants are: [Cl:1][C:2]1[CH:3]=[CH:4][C:5]2[C:11](=[O:12])[CH2:10][CH2:9][CH2:8][NH:7][C:6]=2[CH:13]=1.[H-].[Na+].[CH3:16]I.O. Given the product [Cl:1][C:2]1[CH:3]=[CH:4][C:5]2[C:11](=[O:12])[CH2:10][CH2:9][CH2:8][N:7]([CH3:16])[C:6]=2[CH:13]=1, predict the reactants needed to synthesize it. (3) The reactants are: [Cl:1][C:2]1[C:7]([S:8]([N:11]([O:14][CH3:15])[CH2:12][CH3:13])(=[O:10])=[O:9])=[C:6]([OH:16])[C:5]([NH:17][C:18]2[C:21](=O)[C:20](=[O:23])[C:19]=2[O:24]CC)=[CH:4][CH:3]=1.[NH2:27][C@@H:28]([CH2:30][CH3:31])[CH3:29].C(N(CC)CC)C. Given the product [C@H:28]([NH:27][C:21]1[C:20](=[O:23])[C:19](=[O:24])[C:18]=1[NH:17][C:5]1[C:6]([OH:16])=[C:7]([S:8]([N:11]([CH2:12][CH3:13])[O:14][CH3:15])(=[O:10])=[O:9])[C:2]([Cl:1])=[CH:3][CH:4]=1)([CH2:30][CH3:31])[CH3:29], predict the reactants needed to synthesize it. (4) Given the product [B:4]([O-:7])([O-:6])[O-:5].[OH:8][C:9]1[CH:10]=[C:11]([CH:14]=[CH:15][C:16]=1[OH:17])[C:12]#[N:13].[OH:8][C:9]1[CH:10]=[C:11]([CH:14]=[CH:15][C:16]=1[OH:17])[C:12]#[N:13].[Li+:3].[Li+:3].[Li+:3], predict the reactants needed to synthesize it. The reactants are: O.[OH-].[Li+:3].[B:4]([OH:7])([OH:6])[OH:5].[OH:8][C:9]1[CH:10]=[C:11]([CH:14]=[CH:15][C:16]=1[OH:17])[C:12]#[N:13].